From a dataset of Catalyst prediction with 721,799 reactions and 888 catalyst types from USPTO. Predict which catalyst facilitates the given reaction. Reactant: [CH2:1]([NH:11][C:12]([O:14][C@H:15]([CH2:41][O:42][C:43](=[O:55])[NH:44][CH2:45][CH2:46][CH2:47][CH2:48][CH2:49][CH2:50][CH2:51][CH2:52][CH2:53][CH3:54])[CH2:16][S:17][CH2:18][C@H:19]([NH:23][C:24](=[O:40])[CH2:25][CH2:26][CH2:27][CH2:28][CH2:29][CH2:30][CH2:31][CH2:32][CH2:33][CH2:34][CH2:35][CH2:36][CH2:37][CH2:38][CH3:39])[C:20]([OH:22])=O)=[O:13])[CH2:2][CH2:3][CH2:4][CH2:5][CH2:6][CH2:7][CH2:8][CH2:9][CH3:10].CN(C(ON1N=NC2C=CC=CC1=2)=[N+](C)C)C.F[P-](F)(F)(F)(F)F.CCN(C(C)C)C(C)C.[NH2:89][CH2:90][CH2:91][O:92][CH2:93][CH2:94][O:95][CH2:96][CH2:97][O:98][CH2:99][CH2:100][P:101](=[O:108])([O:105][CH2:106][CH3:107])[O:102][CH2:103][CH3:104]. Product: [CH2:106]([O:105][P:101]([CH2:100][CH2:99][O:98][CH2:97][CH2:96][O:95][CH2:94][CH2:93][O:92][CH2:91][CH2:90][NH:89][C:20](=[O:22])[C@@H:19]([NH:23][C:24](=[O:40])[CH2:25][CH2:26][CH2:27][CH2:28][CH2:29][CH2:30][CH2:31][CH2:32][CH2:33][CH2:34][CH2:35][CH2:36][CH2:37][CH2:38][CH3:39])[CH2:18][S:17][CH2:16][C@H:15]([O:14][C:12](=[O:13])[NH:11][CH2:1][CH2:2][CH2:3][CH2:4][CH2:5][CH2:6][CH2:7][CH2:8][CH2:9][CH3:10])[CH2:41][O:42][C:43](=[O:55])[NH:44][CH2:45][CH2:46][CH2:47][CH2:48][CH2:49][CH2:50][CH2:51][CH2:52][CH2:53][CH3:54])(=[O:108])[O:102][CH2:103][CH3:104])[CH3:107]. The catalyst class is: 2.